From a dataset of Reaction yield outcomes from USPTO patents with 853,638 reactions. Predict the reaction yield, written as a fraction of the theoretical maximum amount of product (1.0 means a 100% yield; for example, 0.34 means a 34% yield). (1) The reactants are [OH:1][C:2]1[CH:11]=[CH:10][C:5]([C:6]([O:8][CH3:9])=[O:7])=[CH:4][C:3]=1[CH3:12].FC(F)(F)S(O[CH2:19][C:20]([F:23])([F:22])[CH3:21])(=O)=O.CCCCCCCCCCN. No catalyst specified. The product is [F:22][C:20]([F:23])([CH3:21])[CH2:19][O:1][C:2]1[CH:11]=[CH:10][C:5]([C:6]([O:8][CH3:9])=[O:7])=[CH:4][C:3]=1[CH3:12]. The yield is 0.760. (2) The reactants are [Cl:1][C:2]1[N:11]=[C:10]([C:12]([O:14][CH2:15][CH3:16])=C)[C:9]2[C:4](=[CH:5][CH:6]=[C:7]([O:17][CH3:18])[CH:8]=2)[N:3]=1.[Mn]([O-])(=O)(=O)=[O:20].[K+]. No catalyst specified. The product is [Cl:1][C:2]1[N:11]=[C:10]([C:12]([O:14][CH2:15][CH3:16])=[O:20])[C:9]2[C:4](=[CH:5][CH:6]=[C:7]([O:17][CH3:18])[CH:8]=2)[N:3]=1. The yield is 0.260. (3) The reactants are C[O:2][C:3](=[O:21])[CH2:4][CH2:5][CH2:6][O:7][C:8]1[CH:13]=[C:12]([N+:14]([O-:16])=[O:15])[C:11]([CH2:17][OH:18])=[CH:10][C:9]=1[O:19][CH3:20].[OH-].[Na+].O.Cl. The catalyst is CO.C(Cl)(Cl)Cl.C(O)(=O)C. The product is [OH:18][CH2:17][C:11]1[C:12]([N+:14]([O-:16])=[O:15])=[CH:13][C:8]([O:7][CH2:6][CH2:5][CH2:4][C:3]([OH:21])=[O:2])=[C:9]([O:19][CH3:20])[CH:10]=1. The yield is 0.900. (4) The reactants are [Br:1][C:2]1[C:10]([CH3:11])=[CH:9][C:5]([C:6]([NH2:8])=[O:7])=[C:4]([F:12])[CH:3]=1.CO[CH:15](OC)[N:16]([CH3:18])[CH3:17]. No catalyst specified. The product is [Br:1][C:2]1[C:10]([CH3:11])=[CH:9][C:5]([C:6]([N:8]=[CH:15][N:16]([CH3:18])[CH3:17])=[O:7])=[C:4]([F:12])[CH:3]=1. The yield is 0.950. (5) The reactants are [CH3:1][C:2]1[S:3][CH:4]=[C:5]([CH3:24])[C:6]=1[C:7]1[C:8]([C:15]2[CH:20]=[CH:19][C:18]([O:21]C)=[CH:17][C:16]=2[F:23])=[N:9][N:10]([CH3:14])[C:11]=1[C:12]#[N:13].S(C)C. The catalyst is C(Cl)Cl.B(F)(F)F. The product is [CH3:1][C:2]1[S:3][CH:4]=[C:5]([CH3:24])[C:6]=1[C:7]1[C:8]([C:15]2[CH:20]=[CH:19][C:18]([OH:21])=[CH:17][C:16]=2[F:23])=[N:9][N:10]([CH3:14])[C:11]=1[C:12]#[N:13]. The yield is 0.430. (6) The reactants are Br[C:2]1[N:6]([S:7]([C:10]2[CH:11]=[N:12][CH:13]=[CH:14][CH:15]=2)(=[O:9])=[O:8])[CH:5]=[C:4]([CH2:16][N:17]([CH3:25])[C:18](=[O:24])[O:19][C:20]([CH3:23])([CH3:22])[CH3:21])[CH:3]=1.[S:26]1[CH:30]=[CH:29][C:28](B(O)O)=[CH:27]1.C(=O)([O-])[O-].[Na+].[Na+]. The catalyst is COCCOC.O.C1C=CC([P]([Pd]([P](C2C=CC=CC=2)(C2C=CC=CC=2)C2C=CC=CC=2)([P](C2C=CC=CC=2)(C2C=CC=CC=2)C2C=CC=CC=2)[P](C2C=CC=CC=2)(C2C=CC=CC=2)C2C=CC=CC=2)(C2C=CC=CC=2)C2C=CC=CC=2)=CC=1. The product is [CH3:25][N:17]([CH2:16][C:4]1[CH:3]=[C:2]([C:28]2[CH:29]=[CH:30][S:26][CH:27]=2)[N:6]([S:7]([C:10]2[CH:11]=[N:12][CH:13]=[CH:14][CH:15]=2)(=[O:9])=[O:8])[CH:5]=1)[C:18](=[O:24])[O:19][C:20]([CH3:23])([CH3:22])[CH3:21]. The yield is 0.810.